From a dataset of hERG Central: cardiac toxicity at 1µM, 10µM, and general inhibition. Predict hERG channel inhibition at various concentrations. (1) The drug is Cc1ccc2c(c1)C1CN(C)CCC1N2Sc1ccccc1[N+](=O)[O-]. Results: hERG_inhib (hERG inhibition (general)): blocker. (2) Results: hERG_inhib (hERG inhibition (general)): blocker. The drug is COCCCNCCCCOc1ccc(Br)cc1Cl.O=C(O)C(=O)O. (3) The molecule is COc1cc(/C=N/Nc2nc3ccccc3[nH]2)cc(OC)c1O. Results: hERG_inhib (hERG inhibition (general)): blocker. (4) The molecule is Cc1oc2c(C)c3oc(=O)c(CCC(=O)N4C[C@@H]5C[C@H](C4)Cn4c5cccc4=O)c(C)c3cc2c1C. Results: hERG_inhib (hERG inhibition (general)): blocker. (5) The molecule is O=C(Nc1ccc(OC(F)(F)F)cc1)N1CCN(c2ccnc3cc(Cl)ccc23)CC1. Results: hERG_inhib (hERG inhibition (general)): blocker. (6) The molecule is CCOc1cc(/C=N/NS(=O)(=O)c2ccc(OC)cc2)ccc1OCCN1CCOCC1. Results: hERG_inhib (hERG inhibition (general)): blocker. (7) The molecule is CCCC(=O)N1CCN(c2ccc(NC(=O)c3cc4ccccc4o3)cc2Cl)CC1. Results: hERG_inhib (hERG inhibition (general)): blocker. (8) The molecule is Cn1ccnc1C(=O)C1CCCN(Cc2cn[nH]c2-c2ccc(-c3ccccc3)cc2)C1. Results: hERG_inhib (hERG inhibition (general)): blocker. (9) Results: hERG_inhib (hERG inhibition (general)): blocker. The compound is COc1ccc(Nc2nnc(-c3ccc(O)cc3)c3ccccc23)cc1. (10) The drug is Cl.OC(COCc1ccc(Cl)cc1)CN1CCN(c2ccccn2)CC1. Results: hERG_inhib (hERG inhibition (general)): blocker.